From a dataset of Retrosynthesis with 50K atom-mapped reactions and 10 reaction types from USPTO. Predict the reactants needed to synthesize the given product. (1) Given the product CC(C)NC(=O)c1ccc(OCc2c(-c3ccc(F)cc3)noc2CO)nc1, predict the reactants needed to synthesize it. The reactants are: CC(C)N.COC(=O)c1ccc(OCc2c(-c3ccc(F)cc3)noc2CO)nc1. (2) Given the product CCc1cc2c(C(=O)NC)c(-c3ccc(F)cc3)oc2nc1N(CCCCBr)S(C)(=O)=O, predict the reactants needed to synthesize it. The reactants are: BrCCCCBr.CCc1cc2c(C(=O)NC)c(-c3ccc(F)cc3)oc2nc1NS(C)(=O)=O. (3) Given the product CC1Nc2ccccc2N2CCc3cccc1c32, predict the reactants needed to synthesize it. The reactants are: CC1=Nc2ccccc2N2CCc3cccc1c32. (4) Given the product Cc1cc(N2CCCCC2)nc(C)[n+]1[O-], predict the reactants needed to synthesize it. The reactants are: C1CCNCC1.Cc1cc(Cl)nc(C)[n+]1[O-]. (5) Given the product Cc1ccsc1-c1ccc(C=O)cc1, predict the reactants needed to synthesize it. The reactants are: Cc1ccsc1Br.O=Cc1ccc(B(O)O)cc1. (6) Given the product CN(C)CCN1c2cscc2C(=O)N(C)c2ccccc21, predict the reactants needed to synthesize it. The reactants are: CN(C)CCCl.CN1C(=O)c2cscc2Nc2ccccc21. (7) Given the product O=Cc1cccc(CCCO)c1, predict the reactants needed to synthesize it. The reactants are: OCCCc1cccc(CO)c1. (8) Given the product N[C@@H](Cc1ccccc1)C(=O)O, predict the reactants needed to synthesize it. The reactants are: COC(=O)[C@@H](N)Cc1ccccc1. (9) Given the product CCOC(=O)COc1ccc(C(CC)=C(c2ccc(O)cc2)c2ccc(O)cc2)cc1, predict the reactants needed to synthesize it. The reactants are: CCOC(=O)COc1ccc(C(=O)CC)cc1.O=C(c1ccc(O)cc1)c1ccc(O)cc1. (10) Given the product CC(C)(CNC(=O)c1nc(C#N)c2cc(OC3CCCCC3)ccc2c1O)C(=O)O, predict the reactants needed to synthesize it. The reactants are: CC(C)(C)OC(=O)C(C)(C)CNC(=O)c1nc(C#N)c2cc(OC3CCCCC3)ccc2c1O.